Dataset: Reaction yield outcomes from USPTO patents with 853,638 reactions. Task: Predict the reaction yield, written as a fraction of the theoretical maximum amount of product (1.0 means a 100% yield; for example, 0.34 means a 34% yield). (1) The catalyst is CN(C)C=O. The yield is 0.980. The reactants are [Br:1][C:2]1[CH:6]=[N:5][NH:4][C:3]=1CO.[Si:9](Cl)([C:12]([CH3:15])([CH3:14])[CH3:13])(C)C.N1C=CN=[CH:18]1.C([O:24][CH2:25][CH3:26])C. The product is [Br:1][C:2]1[CH:3]=[N:4][NH:5][C:6]=1[C:25]([CH3:26])([CH3:18])[O:24][SiH2:9][C:12]([CH3:15])([CH3:14])[CH3:13]. (2) The reactants are [CH3:1][O:2][C:3]1[N:8]=[CH:7][C:6]([NH:9][C:10]2[C:17]([C:18]3[N:26]=[C:25]([CH3:27])[N:24]=[C:23]4[C:19]=3[N:20]=[CH:21][N:22]4C3CCCCO3)=[CH:16][C:13]([CH:14]=O)=[CH:12][N:11]=2)=[CH:5][CH:4]=1.[CH3:34][O:35][C:36]1[CH:42]=[CH:41][C:39]([NH2:40])=[CH:38][CH:37]=1.[BH4-].[Na+].Cl. The catalyst is CCO.C(O[Ti](OC(C)C)(OC(C)C)OC(C)C)(C)C.O.CO.C(Cl)Cl. The product is [CH3:34][O:35][C:36]1[CH:42]=[CH:41][C:39]([NH:40][CH2:14][C:13]2[CH:16]=[C:17]([C:18]3[N:26]=[C:25]([CH3:27])[N:24]=[C:23]4[C:19]=3[N:20]=[CH:21][NH:22]4)[C:10]([NH:9][C:6]3[CH:7]=[N:8][C:3]([O:2][CH3:1])=[CH:4][CH:5]=3)=[N:11][CH:12]=2)=[CH:38][CH:37]=1. The yield is 0.760. (3) The reactants are [CH2:1]([O:8][C:9]1[CH:14]=[C:13]([O:15][CH2:16][C:17]2[CH:22]=[CH:21][CH:20]=[CH:19][CH:18]=2)[C:12]([CH:23]([CH3:25])[CH3:24])=[CH:11][C:10]=1[C:26]1[O:30][N:29]=[C:28]([C:31](=[O:35])[NH:32][CH2:33][CH3:34])[C:27]=1[C:36]1[O:40][N:39]=[C:38]([C:41](OCC)=[O:42])[CH:37]=1)[C:2]1[CH:7]=[CH:6][CH:5]=[CH:4][CH:3]=1.[NH:46]1[CH2:51][CH2:50][S:49][CH2:48][CH2:47]1. No catalyst specified. The product is [CH2:1]([O:8][C:9]1[CH:14]=[C:13]([O:15][CH2:16][C:17]2[CH:18]=[CH:19][CH:20]=[CH:21][CH:22]=2)[C:12]([CH:23]([CH3:25])[CH3:24])=[CH:11][C:10]=1[C:26]1[O:30][N:29]=[C:28]([C:31]([NH:32][CH2:33][CH3:34])=[O:35])[C:27]=1[C:36]1[O:40][N:39]=[C:38]([C:41]([N:46]2[CH2:51][CH2:50][S:49][CH2:48][CH2:47]2)=[O:42])[CH:37]=1)[C:2]1[CH:3]=[CH:4][CH:5]=[CH:6][CH:7]=1. The yield is 0.530. (4) The reactants are [F:1][C:2]1[CH:40]=[CH:39][C:5]([CH2:6][N:7]2[C:11]3[CH:12]=[N:13][C:14]4[C:15](=[O:29])[N:16]([O:20]COCC[Si](C)(C)C)[CH2:17][CH2:18][C:19]=4[C:10]=3[C:9]([CH2:30][N:31]3[CH2:36][CH2:35][CH:34]([O:37][CH3:38])[CH2:33][CH2:32]3)=[CH:8]2)=[CH:4][CH:3]=1.Cl. The catalyst is CO. The product is [F:1][C:2]1[CH:3]=[CH:4][C:5]([CH2:6][N:7]2[C:11]3[CH:12]=[N:13][C:14]4[C:15](=[O:29])[N:16]([OH:20])[CH2:17][CH2:18][C:19]=4[C:10]=3[C:9]([CH2:30][N:31]3[CH2:32][CH2:33][CH:34]([O:37][CH3:38])[CH2:35][CH2:36]3)=[CH:8]2)=[CH:39][CH:40]=1. The yield is 0.820. (5) The reactants are [CH3:1][C:2]1[N:25]([CH3:26])[C:5]2[CH:6]=[C:7]([C:22](O)=[O:23])[C:8]3[CH2:9][CH2:10][C:11]4([NH:20][C:21]=3[C:4]=2[N:3]=1)[CH2:19][C:18]1[C:13](=[CH:14][CH:15]=[CH:16][CH:17]=1)[CH2:12]4.CN(C(ON1N=NC2C=CC=CC1=2)=[N+](C)C)C.[B-](F)(F)(F)F.[NH:49]1[CH2:54][CH2:53][O:52][CH2:51][CH2:50]1. The catalyst is CN(C)C=O. The product is [CH3:1][C:2]1[N:25]([CH3:26])[C:5]2[CH:6]=[C:7]([C:22]([N:49]3[CH2:54][CH2:53][O:52][CH2:51][CH2:50]3)=[O:23])[C:8]3[CH2:9][CH2:10][C:11]4([NH:20][C:21]=3[C:4]=2[N:3]=1)[CH2:19][C:18]1[C:13](=[CH:14][CH:15]=[CH:16][CH:17]=1)[CH2:12]4. The yield is 0.810. (6) The reactants are [C:1](Cl)(=[O:8])[CH2:2][CH2:3][CH2:4][C:5](Cl)=[O:6].[Cl-].[Al+3].[Cl-].[Cl-].[CH:14]1[CH:19]=[CH:18][CH:17]=[CH:16][CH:15]=1.O. The catalyst is ClCCl. The product is [C:14]1([C:1](=[O:8])[CH2:2][CH2:3][CH2:4][C:5]([C:14]2[CH:19]=[CH:18][CH:17]=[CH:16][CH:15]=2)=[O:6])[CH:19]=[CH:18][CH:17]=[CH:16][CH:15]=1. The yield is 0.270.